This data is from Forward reaction prediction with 1.9M reactions from USPTO patents (1976-2016). The task is: Predict the product of the given reaction. (1) Given the reactants [Br:1][C:2]1[C:10]2[NH:9][C@H:8]3[CH2:11][CH2:12][NH:13][CH2:14][C@H:7]3[C:6]=2[CH:5]=[CH:4][CH:3]=1.C([O-])(=O)[C@H](C1C=CC=CC=1)O.C([O-])([O-])=O.[Na+].[Na+].Cl[C:33]([O:35][CH2:36][CH3:37])=[O:34], predict the reaction product. The product is: [Br:1][C:2]1[C:10]2[NH:9][C@H:8]3[CH2:11][CH2:12][N:13]([C:33]([O:35][CH2:36][CH3:37])=[O:34])[CH2:14][C@H:7]3[C:6]=2[CH:5]=[CH:4][CH:3]=1. (2) Given the reactants [C:1]([C:4]1[CH:5]=[C:6]([N:10]2[C:15](=[O:16])[C:14]([CH2:17][C:18]3[CH:23]=[CH:22][C:21]([C:24]4[C:25]([C:30]#[N:31])=[CH:26][CH:27]=[CH:28][CH:29]=4)=[CH:20][CH:19]=3)=[C:13]([CH2:32][CH2:33][CH2:34][CH3:35])[N:12]=[C:11]2[CH3:36])[CH:7]=[CH:8][CH:9]=1)(=[O:3])[CH3:2].[CH3:37][Mg]Br.C(OCC)(=O)C.O, predict the reaction product. The product is: [CH2:32]([C:13]1[N:12]=[C:11]([CH3:36])[N:10]([C:6]2[CH:7]=[CH:8][CH:9]=[C:4]([C:1]([OH:3])([CH3:37])[CH3:2])[CH:5]=2)[C:15](=[O:16])[C:14]=1[CH2:17][C:18]1[CH:23]=[CH:22][C:21]([C:24]2[C:25]([C:30]#[N:31])=[CH:26][CH:27]=[CH:28][CH:29]=2)=[CH:20][CH:19]=1)[CH2:33][CH2:34][CH3:35]. (3) Given the reactants [CH2:1]=[C:2]1[C:19]2[C@:14]([CH3:21])([CH:15]=[CH:16][C:17](=[O:20])[CH:18]=2)[C@@H:13]2[C@H:4]([C@H:5]3[C@@:9]([CH2:11][CH2:12]2)([CH3:10])[C@@H:8]([OH:22])[CH2:7][CH2:6]3)[CH2:3]1.CC(C)=O.OS(O)(=O)=O.O=[Cr](=O)=O.O.S(=O)(=O)(O)O, predict the reaction product. The product is: [CH2:1]=[C:2]1[C:19]2[C@:14]([CH3:21])([CH:15]=[CH:16][C:17](=[O:20])[CH:18]=2)[C@@H:13]2[C@H:4]([C@H:5]3[C@@:9]([CH2:11][CH2:12]2)([CH3:10])[C:8](=[O:22])[CH2:7][CH2:6]3)[CH2:3]1. (4) Given the reactants [F:1][C:2]1[CH:10]=[C:9]2[C:5]([C:6]([CH2:11][CH3:12])=[CH:7][NH:8]2)=[CH:4][CH:3]=1.[H-].[Na+].[CH3:15][O:16][C:17]1[CH:22]=[CH:21][C:20]([S:23](Cl)(=[O:25])=[O:24])=[CH:19][C:18]=1[N:27]1[CH2:32][CH2:31][N:30]([C:33](=[O:38])[C:34]([Cl:37])([Cl:36])[Cl:35])[CH2:29][CH2:28]1, predict the reaction product. The product is: [Cl:37][C:34]([Cl:35])([Cl:36])[C:33]([N:30]1[CH2:31][CH2:32][N:27]([C:18]2[CH:19]=[C:20]([S:23]([N:8]3[C:9]4[C:5](=[CH:4][CH:3]=[C:2]([F:1])[CH:10]=4)[C:6]([CH2:11][CH3:12])=[CH:7]3)(=[O:24])=[O:25])[CH:21]=[CH:22][C:17]=2[O:16][CH3:15])[CH2:28][CH2:29]1)=[O:38]. (5) Given the reactants [CH:1]1([CH:7]([O:14][CH3:15])[C:8](N(OC)C)=[O:9])[CH2:6][CH2:5][CH2:4][CH2:3][CH2:2]1.[CH3:16][Mg+].[Br-], predict the reaction product. The product is: [CH:1]1([CH:7]([O:14][CH3:15])[C:8](=[O:9])[CH3:16])[CH2:2][CH2:3][CH2:4][CH2:5][CH2:6]1. (6) Given the reactants [CH2:1]([O:3][P:4]([CH2:9][C:10]([O:12][C:13]([CH3:16])([CH3:15])[CH3:14])=[O:11])([O:6][CH2:7][CH3:8])=[O:5])[CH3:2].[H-].[Na+].Br[CH2:20][CH2:21][CH2:22][Cl:23].[Cl-].[NH4+], predict the reaction product. The product is: [Cl:23][CH2:22][CH2:21][CH2:20][CH:9]([P:4]([O:3][CH2:1][CH3:2])([O:6][CH2:7][CH3:8])=[O:5])[C:10]([O:12][C:13]([CH3:14])([CH3:16])[CH3:15])=[O:11]. (7) Given the reactants [CH:1]1([N:5]([C:14]([C:16]2[N:17]=[CH:18][N:19]([CH3:21])[CH:20]=2)=[O:15])[CH2:6][C:7]([O:9]C(C)(C)C)=[O:8])[CH2:4][CH2:3][CH2:2]1.[ClH:22].C(OCC)(=O)C, predict the reaction product. The product is: [ClH:22].[CH:1]1([N:5]([C:14]([C:16]2[N:17]=[CH:18][N:19]([CH3:21])[CH:20]=2)=[O:15])[CH2:6][C:7]([OH:9])=[O:8])[CH2:4][CH2:3][CH2:2]1.